From a dataset of Reaction yield outcomes from USPTO patents with 853,638 reactions. Predict the reaction yield, written as a fraction of the theoretical maximum amount of product (1.0 means a 100% yield; for example, 0.34 means a 34% yield). (1) The reactants are [NH2:1][C:2]1[CH:3]=[C:4]([C:9]2[CH:10]=[CH:11][C:12]3[O:18][CH2:17][CH2:16][N:15]([C:19]([N:21]4[CH:26]5[CH2:27][CH2:28][CH:22]4[CH2:23][C:24]([C:30]([F:33])([F:32])[F:31])([OH:29])[CH2:25]5)=[O:20])[CH2:14][C:13]=3[CH:34]=2)[CH:5]=[N:6][C:7]=1[NH2:8].[CH:35](OC)(OC)OC. The catalyst is C(OCC)C. The product is [NH:1]1[C:2]2[C:7](=[N:6][CH:5]=[C:4]([C:9]3[CH:10]=[CH:11][C:12]4[O:18][CH2:17][CH2:16][N:15]([C:19]([N:21]5[CH:22]6[CH2:28][CH2:27][CH:26]5[CH2:25][C:24]([C:30]([F:33])([F:32])[F:31])([OH:29])[CH2:23]6)=[O:20])[CH2:14][C:13]=4[CH:34]=3)[CH:3]=2)[N:8]=[CH:35]1. The yield is 0.290. (2) The reactants are [CH3:1][C@H:2]1[CH2:10][C:9]2[C:4](=[CH:5][CH:6]=[CH:7][CH:8]=2)[NH:3]1.[CH:11]1([N:18]=[C:19]=[O:20])[CH2:17][CH2:16][CH2:15][CH2:14][CH2:13][CH2:12]1. The catalyst is CCN(C(C)C)C(C)C.C1COCC1. The product is [CH:11]1([NH:18][C:19]([N:3]2[C:4]3[C:9](=[CH:8][CH:7]=[CH:6][CH:5]=3)[CH2:10][C@@H:2]2[CH3:1])=[O:20])[CH2:17][CH2:16][CH2:15][CH2:14][CH2:13][CH2:12]1. The yield is 0.640. (3) The reactants are [C:1]([C:3]1[CH:11]=[C:10]([CH2:12][OH:13])[C:9]([CH3:14])=[C:8]2[C:4]=1[C:5]1[CH2:18][CH2:17][O:16][C:15]([CH2:22][C:23]([OH:25])=[O:24])([CH2:19][CH2:20][CH3:21])[C:6]=1[NH:7]2)#[N:2].Cl[CH:27](Cl)[CH3:28].C1C=CC=CC=1. The catalyst is CCOC(C)=O.O=[Mn]=O. The product is [CH2:27]([O:24][C:23](=[O:25])[CH2:22][C:15]1([CH2:19][CH2:20][CH3:21])[C:6]2[NH:7][C:8]3[C:4]([C:5]=2[CH2:18][CH2:17][O:16]1)=[C:3]([C:1]#[N:2])[CH:11]=[C:10]([CH:12]=[O:13])[C:9]=3[CH3:14])[CH3:28]. The yield is 0.960. (4) The reactants are CS(C)=O.[C:5]1([C:11]([CH:13]([C:15]2[CH:20]=[CH:19][CH:18]=[CH:17][CH:16]=2)[OH:14])=[O:12])[CH:10]=[CH:9][CH:8]=[CH:7][CH:6]=1.O. The catalyst is C(OCC)(=O)C. The product is [C:15]1([C:13]([C:11]([C:5]2[CH:10]=[CH:9][CH:8]=[CH:7][CH:6]=2)=[O:12])=[O:14])[CH:16]=[CH:17][CH:18]=[CH:19][CH:20]=1. The yield is 0.780. (5) The reactants are [C:1]1(=[O:15])[N:5]([CH2:6][C:7](=[O:9])[CH3:8])[C:4](=[O:10])[C:3]2=[CH:11][CH:12]=[CH:13][CH:14]=[C:2]12.NC(N)=O.[Br:20]Br. The catalyst is CO. The product is [Br:20][CH2:8][C:7](=[O:9])[CH2:6][N:5]1[C:4](=[O:10])[C:3]2[C:2](=[CH:14][CH:13]=[CH:12][CH:11]=2)[C:1]1=[O:15]. The yield is 0.0300. (6) The product is [CH2:18]([O:1][C:2]1[CH:7]=[C:6]([F:8])[CH:5]=[CH:4][C:3]=1[N+:9]([O-:11])=[O:10])[CH3:19]. The catalyst is CC(C)=O.CCOC(C)=O. The yield is 0.880. The reactants are [OH:1][C:2]1[CH:7]=[C:6]([F:8])[CH:5]=[CH:4][C:3]=1[N+:9]([O-:11])=[O:10].C([O-])([O-])=O.[K+].[K+].[CH2:18](I)[CH3:19].[NH4+].[Cl-]. (7) The reactants are [Br:1][C:2]1[C:10]([C:11]([F:14])([F:13])[F:12])=[CH:9][CH:8]=[CH:7][C:3]=1[C:4]([OH:6])=O.[CH3:15]N1CCOCC1.[Cl-].COC1N=C(OC)N=C([N+]2(C)CCOCC2)N=1.C[Mg]Br.O1CCCC1.Cl. The catalyst is C(#N)C. The product is [Br:1][C:2]1[C:10]([C:11]([F:14])([F:13])[F:12])=[CH:9][CH:8]=[CH:7][C:3]=1[C:4](=[O:6])[CH3:15]. The yield is 0.440.